This data is from Full USPTO retrosynthesis dataset with 1.9M reactions from patents (1976-2016). The task is: Predict the reactants needed to synthesize the given product. (1) Given the product [CH3:12][O:11][C:9]([C:6]1[N:5]([CH2:14][C:15]2[C:24]3[C:19](=[CH:20][CH:21]=[CH:22][CH:23]=3)[CH:18]=[CH:17][CH:16]=2)[C:4]2[CH:3]=[CH:2][S:1][C:8]=2[CH:7]=1)=[O:10], predict the reactants needed to synthesize it. The reactants are: [S:1]1[C:8]2[CH:7]=[C:6]([C:9]([O:11][CH3:12])=[O:10])[NH:5][C:4]=2[CH:3]=[CH:2]1.Br[CH2:14][C:15]1[C:24]2[C:19](=[CH:20][CH:21]=[CH:22][CH:23]=2)[CH:18]=[CH:17][CH:16]=1. (2) The reactants are: [CH:1]([C:3]1[CH:12]=[CH:11][C:6]([C:7]([O:9][CH3:10])=[O:8])=[CH:5][C:4]=1[OH:13])=O.[CH3:14][C:15]1[NH:16][C:17]2[C:22]([C:23]=1[CH2:24][CH2:25][NH2:26])=[CH:21][CH:20]=[CH:19][CH:18]=2.[CH3:27][C:28]([CH2:30][C:31]([C:33](OC)=[O:34])=[O:32])=[O:29]. Given the product [C:28]([C:30]1[CH:1]([C:3]2[CH:12]=[CH:11][C:6]([C:7]([O:9][CH3:10])=[O:8])=[CH:5][C:4]=2[OH:13])[N:26]([CH2:25][CH2:24][C:23]2[C:22]3[C:17](=[CH:18][CH:19]=[CH:20][CH:21]=3)[NH:16][C:15]=2[CH3:14])[C:33](=[O:34])[C:31]=1[OH:32])(=[O:29])[CH3:27], predict the reactants needed to synthesize it. (3) Given the product [C:12]([C:11]1[NH:1][C:2]2[C:9]([CH:10]=1)=[CH:8][C:7]([N+:16]([O-:18])=[O:17])=[CH:6][C:3]=2[C:4]#[N:5])([CH3:15])([CH3:13])[CH3:14], predict the reactants needed to synthesize it. The reactants are: [NH2:1][C:2]1[C:9]([C:10]#[C:11][C:12]([CH3:15])([CH3:14])[CH3:13])=[CH:8][C:7]([N+:16]([O-:18])=[O:17])=[CH:6][C:3]=1[C:4]#[N:5].CCCC[N+](CCCC)(CCCC)CCCC.[F-]. (4) Given the product [Br-:1].[Br:14][C:11]1[CH:12]=[CH:13][C:8]([C:7]2[O:6][N:5]=[C:4]([CH3:15])[C:3]=2[CH2:2][P+:22]([C:23]2[CH:24]=[CH:25][CH:26]=[CH:27][CH:28]=2)([C:29]2[CH:34]=[CH:33][CH:32]=[CH:31][CH:30]=2)[C:16]2[CH:17]=[CH:18][CH:19]=[CH:20][CH:21]=2)=[CH:9][CH:10]=1, predict the reactants needed to synthesize it. The reactants are: [Br:1][CH2:2][C:3]1[C:4]([CH3:15])=[N:5][O:6][C:7]=1[C:8]1[CH:13]=[CH:12][C:11]([Br:14])=[CH:10][CH:9]=1.[C:16]1([P:22]([C:29]2[CH:34]=[CH:33][CH:32]=[CH:31][CH:30]=2)[C:23]2[CH:28]=[CH:27][CH:26]=[CH:25][CH:24]=2)[CH:21]=[CH:20][CH:19]=[CH:18][CH:17]=1. (5) Given the product [CH3:19][C:20]1[C:21]([CH2:27][NH:17][CH2:16][CH2:15][C:13]2[N:12]=[CH:11][N:10]([S:7]([C:4]3[CH:3]=[CH:2][C:1]([CH3:18])=[CH:6][CH:5]=3)(=[O:9])=[O:8])[CH:14]=2)=[N:22][CH:23]=[C:24]([CH3:26])[CH:25]=1, predict the reactants needed to synthesize it. The reactants are: [C:1]1([CH3:18])[CH:6]=[CH:5][C:4]([S:7]([N:10]2[CH:14]=[C:13]([CH2:15][CH2:16][NH2:17])[N:12]=[CH:11]2)(=[O:9])=[O:8])=[CH:3][CH:2]=1.[CH3:19][C:20]1[C:21]([CH:27]=O)=[N:22][CH:23]=[C:24]([CH3:26])[CH:25]=1.[BH-](OC(C)=O)(OC(C)=O)OC(C)=O.[Na+]. (6) Given the product [C:16]12([NH:26][CH2:12][C:11]3[CH:14]=[CH:15][C:8]([O:7][CH2:6][C:3]4[CH:4]=[CH:5][O:1][CH:2]=4)=[CH:9][CH:10]=3)[CH2:23][CH:22]3[CH2:21][CH:20]([CH2:19][CH:18]([CH2:24]3)[CH2:17]1)[CH2:25]2, predict the reactants needed to synthesize it. The reactants are: [O:1]1[CH:5]=[CH:4][C:3]([CH2:6][O:7][C:8]2[CH:15]=[CH:14][C:11]([CH:12]=O)=[CH:10][CH:9]=2)=[CH:2]1.[C:16]12([NH2:26])[CH2:25][CH:20]3[CH2:21][CH:22]([CH2:24][CH:18]([CH2:19]3)[CH2:17]1)[CH2:23]2.